From a dataset of Forward reaction prediction with 1.9M reactions from USPTO patents (1976-2016). Predict the product of the given reaction. (1) Given the reactants Cl.[OH:2][CH2:3][CH2:4][CH:5]1[O:28][C:9]2([CH2:14][CH2:13][N:12]([C:15]([C:17]3[CH:22]=[CH:21][C:20]([O:23][CH:24]([CH3:26])[CH3:25])=[C:19]([CH3:27])[CH:18]=3)=[O:16])[CH2:11][CH2:10]2)[CH2:8][NH:7][CH2:6]1.C([O-])(O)=O.[Na+].FC(F)(F)S(O[CH2:40][C:41]([F:44])([F:43])[F:42])(=O)=O, predict the reaction product. The product is: [OH:2][CH2:3][CH2:4][CH:5]1[O:28][C:9]2([CH2:14][CH2:13][N:12]([C:15]([C:17]3[CH:22]=[CH:21][C:20]([O:23][CH:24]([CH3:26])[CH3:25])=[C:19]([CH3:27])[CH:18]=3)=[O:16])[CH2:11][CH2:10]2)[CH2:8][N:7]([CH2:40][C:41]([F:44])([F:43])[F:42])[CH2:6]1. (2) The product is: [C:18]([C:16]1[N:17]=[C:13]2[N:12]=[C:11]([CH3:24])[C:10]([CH2:25][NH:26][C:27](=[O:33])[O:28][C:29]([CH3:32])([CH3:30])[CH3:31])=[C:9]([C:3]3[CH:4]=[CH:5][C:6]([Cl:8])=[CH:7][C:2]=3[Cl:1])[N:14]2[CH:15]=1)(=[O:23])[CH3:34]. Given the reactants [Cl:1][C:2]1[CH:7]=[C:6]([Cl:8])[CH:5]=[CH:4][C:3]=1[C:9]1[N:14]2[CH:15]=[C:16]([C:18](=[O:23])N(OC)C)[N:17]=[C:13]2[N:12]=[C:11]([CH3:24])[C:10]=1[CH2:25][NH:26][C:27](=[O:33])[O:28][C:29]([CH3:32])([CH3:31])[CH3:30].[CH3:34][Mg+].[Br-], predict the reaction product. (3) Given the reactants [C:1]([C:3]([C:11]1[CH:19]=[CH:18][CH:17]=[CH:16][C:12]=1[C:13](O)=O)=[CH:4][C:5]1[CH:10]=[CH:9][N:8]=[CH:7][CH:6]=1)#[N:2].COC(OC)[N:23]([CH3:25])C, predict the reaction product. The product is: [CH3:11][C:3]1[CH:1]=[C:25]([CH:6]=[C:5]([CH3:10])[CH:4]=1)[NH:23][C:13]1[C:12]2[C:11](=[CH:19][CH:18]=[CH:17][CH:16]=2)[C:3]([CH2:4][C:5]2[CH:10]=[CH:9][N:8]=[CH:7][CH:6]=2)=[CH:1][N:2]=1.